Dataset: Full USPTO retrosynthesis dataset with 1.9M reactions from patents (1976-2016). Task: Predict the reactants needed to synthesize the given product. (1) The reactants are: [NH2:1][C:2]1[CH:31]=[CH:30][C:5]([CH2:6][C@H:7]2[C@H:15]3[C@@H:11]([N:12]([CH2:17][C:18]4[CH:23]=[CH:22][CH:21]=[C:20]([C:24]([CH3:27])([CH3:26])[CH3:25])[CH:19]=4)[C:13](=[O:16])[O:14]3)[CH2:10][S:9](=[O:29])(=[O:28])[CH2:8]2)=[CH:4][C:3]=1[F:32].[CH3:33][N:34]1[CH2:39]C[O:37][CH2:36][CH2:35]1.CN(C)CC(O)=O. Given the product [C:24]([C:20]1[CH:19]=[C:18]([CH:23]=[CH:22][CH:21]=1)[CH2:17][N:12]1[C@@H:11]2[C@H:15]([C@H:7]([CH2:6][C:5]3[CH:30]=[CH:31][C:2]([NH:1][C:36](=[O:37])[CH2:35][N:34]([CH3:39])[CH3:33])=[C:3]([F:32])[CH:4]=3)[CH2:8][S:9](=[O:28])(=[O:29])[CH2:10]2)[O:14][C:13]1=[O:16])([CH3:26])([CH3:27])[CH3:25], predict the reactants needed to synthesize it. (2) The reactants are: [Br:1][C:2]1[CH:3]=[N:4][CH:5]=[C:6]2[C:11]=1[N:10]=[C:9]([C:12]([OH:14])=O)[CH:8]=[CH:7]2.CN(C(ON1N=NC2C=CC=NC1=2)=[N+](C)C)C.F[P-](F)(F)(F)(F)F.CCN(C(C)C)C(C)C.Cl.[F:49][C:50]1([F:56])[CH2:55][CH2:54][CH2:53][NH:52][CH2:51]1. Given the product [Br:1][C:2]1[CH:3]=[N:4][CH:5]=[C:6]2[C:11]=1[N:10]=[C:9]([C:12]([N:52]1[CH2:53][CH2:54][CH2:55][C:50]([F:56])([F:49])[CH2:51]1)=[O:14])[CH:8]=[CH:7]2, predict the reactants needed to synthesize it. (3) Given the product [Cl:22][C:18]1[O:17][C:16]([S:15][CH2:14][C:5]2[C:6]([C:10]([F:12])([F:13])[F:11])=[N:7][N:8]([CH3:9])[C:4]=2[O:3][CH:2]([F:1])[F:21])=[N:20][CH:19]=1, predict the reactants needed to synthesize it. The reactants are: [F:1][CH:2]([F:21])[O:3][C:4]1[N:8]([CH3:9])[N:7]=[C:6]([C:10]([F:13])([F:12])[F:11])[C:5]=1[CH2:14][S:15][C:16]1[O:17][CH:18]=[CH:19][N:20]=1.[Cl:22]N1C(=O)CCC1=O.O. (4) Given the product [CH3:11][C:2]1[O:19][C:12]([C:13]2[CH:18]=[CH:17][CH:16]=[CH:15][CH:14]=2)=[N:20][C:3]=1[CH2:4][C:5]([O:7][CH3:8])=[O:6], predict the reactants needed to synthesize it. The reactants are: Br[CH:2]([CH3:11])/[C:3](/OC)=[CH:4]\[C:5]([O:7][CH3:8])=[O:6].[C:12]([NH2:20])(=[O:19])[C:13]1[CH:18]=[CH:17][CH:16]=[CH:15][CH:14]=1. (5) Given the product [C:26]([O:1][CH:2]([C:7]1[N:8]=[C:9]2[CH:14]=[CH:13][CH:12]=[CH:11][N:10]2[CH:15]=1)[C:3]([O:5][CH3:6])=[O:4])([CH3:29])([CH3:28])[CH3:27], predict the reactants needed to synthesize it. The reactants are: [OH:1][CH:2]([C:7]1[N:8]=[C:9]2[CH:14]=[CH:13][CH:12]=[CH:11][N:10]2[CH:15]=1)[C:3]([O:5][CH3:6])=[O:4].Cl(O)(=O)(=O)=O.[Na].C(O[C:26]([CH3:29])([CH3:28])[CH3:27])(=O)C. (6) Given the product [CH:33]1[C:32]2[CH:6]([CH2:3][O:7][C:8]([NH:10][C@@H:11]([CH2:16][C:52]3[CH:53]=[C:48]([Cl:47])[CH:49]=[C:50]([Cl:55])[CH:51]=3)[C:12]([OH:14])=[O:13])=[O:9])[C:25]3[C:26](=[CH:27][CH:28]=[CH:29][CH:30]=3)[C:31]=2[CH:36]=[CH:35][CH:34]=1.[C:3]([O:7][C:8]([NH:10][C@@H:11]([CH2:16][C:52]1[CH:53]=[C:48]([Cl:47])[CH:49]=[C:50]([Cl:55])[CH:51]=1)[C:12]([O:14][CH3:15])=[O:13])=[O:9])([CH3:6])([CH3:5])[CH3:4], predict the reactants needed to synthesize it. The reactants are: II.[C:3]([O:7][C:8]([NH:10][C@@H:11]([CH2:16]I)[C:12]([O:14][CH3:15])=[O:13])=[O:9])([CH3:6])([CH3:5])[CH3:4].C1(P(C2CCCCC2)[C:25]2[CH:30]=[CH:29][CH:28]=[CH:27][C:26]=2[C:31]2[C:36](OC)=[CH:35][CH:34]=[CH:33][C:32]=2OC)CCCCC1.[Cl:47][C:48]1[CH:53]=[C:52](I)[CH:51]=[C:50]([Cl:55])[CH:49]=1. (7) Given the product [CH3:18][O:17][C:7]1[C:5]2[N:6]=[C:2]([NH:1][C:34]([CH:31]3[CH2:32][CH2:33][O:28][CH2:29][CH2:30]3)=[O:35])[S:3][C:4]=2[C:10]([N:11]2[CH2:16][CH2:15][O:14][CH2:13][CH2:12]2)=[CH:9][CH:8]=1, predict the reactants needed to synthesize it. The reactants are: [NH2:1][C:2]1[S:3][C:4]2[C:10]([N:11]3[CH2:16][CH2:15][O:14][CH2:13][CH2:12]3)=[CH:9][CH:8]=[C:7]([O:17][CH3:18])[C:5]=2[N:6]=1.C(N(C(C)C)C(C)C)C.[O:28]1[CH2:33][CH2:32][CH:31]([C:34](Cl)=[O:35])[CH2:30][CH2:29]1.